This data is from Reaction yield outcomes from USPTO patents with 853,638 reactions. The task is: Predict the reaction yield, written as a fraction of the theoretical maximum amount of product (1.0 means a 100% yield; for example, 0.34 means a 34% yield). (1) The reactants are [C:1]([NH:5][C:6]1[CH:11]=[CH:10][C:9]([N+:12]([O-:14])=[O:13])=[CH:8][CH:7]=1)([CH3:4])([CH3:3])[CH3:2].[Br:15]Br. The catalyst is CC(O)=O. The product is [Br:15][C:11]1[CH:10]=[C:9]([N+:12]([O-:14])=[O:13])[CH:8]=[CH:7][C:6]=1[NH:5][C:1]([CH3:4])([CH3:2])[CH3:3]. The yield is 0.430. (2) The reactants are [CH3:1][C:2]1[CH:7]=[CH:6][C:5]([C:8]2[CH:13]=[C:12]([N+:14]([O-:16])=[O:15])[CH:11]=[C:10]([C:17]([OH:19])=[O:18])[CH:9]=2)=[CH:4][CH:3]=1.O=S(Cl)Cl.[CH3:24]O. No catalyst specified. The product is [CH3:24][O:18][C:17]([C:10]1[CH:9]=[C:8]([C:5]2[CH:6]=[CH:7][C:2]([CH3:1])=[CH:3][CH:4]=2)[CH:13]=[C:12]([N+:14]([O-:16])=[O:15])[CH:11]=1)=[O:19]. The yield is 0.920. (3) The reactants are [N+:1]([C:4]1[CH:12]=[C:11]2[C:7]([CH:8]=[CH:9][NH:10]2)=[CH:6][CH:5]=1)([O-:3])=[O:2].ClS([N:17]=[C:18]=O)(=O)=O.C([O-])(O)=O.[Na+]. The catalyst is CN(C=O)C.CC#N. The product is [N+:1]([C:4]1[CH:12]=[C:11]2[C:7]([C:8]([C:18]#[N:17])=[CH:9][NH:10]2)=[CH:6][CH:5]=1)([O-:3])=[O:2]. The yield is 0.820. (4) The reactants are [CH2:1]([C:9]1[CH:14]=[CH:13][NH:12][C:11](=[O:15])[N:10]=1)[CH2:2][C:3]1[CH:8]=[CH:7][CH:6]=[CH:5][CH:4]=1.Br[C:17]1[CH:18]=[CH:19][C:20]2[C:21]3[CH2:31][N:30]([C:32]([O:34]CCCC)=[O:33])[CH2:29][CH2:28][CH2:27][C:22]=3[N:23]([CH3:26])[C:24]=2[CH:25]=1.OC1C=C[CH:43]=[C:44]2[C:49]=1N=CC=[CH:45]2.C([O-])([O-])=O.[Cs+].[Cs+]. The catalyst is CS(C)=O.[Cu]I. The product is [CH3:26][N:23]1[C:24]2[CH:25]=[C:17]([N:12]3[CH:13]=[CH:14][C:9]([CH2:1][CH2:2][C:3]4[CH:4]=[CH:5][CH:6]=[CH:7][CH:8]=4)=[N:10][C:11]3=[O:15])[CH:18]=[CH:19][C:20]=2[C:21]2[CH2:31][N:30]([C:32]([O:34][C:44]([CH3:49])([CH3:45])[CH3:43])=[O:33])[CH2:29][CH2:28][CH2:27][C:22]1=2. The yield is 0.250. (5) The catalyst is CO. The yield is 0.170. The product is [F:20][C:16]1[CH:15]=[C:14]([N:9]2[CH:10]=[CH:11][C:12](=[O:13])[C:7]([C:5]3[N:28]([C:22]4[CH:27]=[CH:26][CH:25]=[CH:24][CH:23]=4)[N:2]=[CH:3][CH:4]=3)=[N:8]2)[CH:19]=[CH:18][CH:17]=1. The reactants are C[N:2](C)[CH:3]=[CH:4][C:5]([C:7]1[C:12](=[O:13])[CH:11]=[CH:10][N:9]([C:14]2[CH:19]=[CH:18][CH:17]=[C:16]([F:20])[CH:15]=2)[N:8]=1)=O.[C:22]1([NH:28]N)[CH:27]=[CH:26][CH:25]=[CH:24][CH:23]=1. (6) The reactants are Br[C:2]1[C:10]2[O:9][C:8]([C:11]3[CH:16]=[CH:15][C:14]([OH:17])=[CH:13][CH:12]=3)=[N:7][C:6]=2[CH:5]=[C:4]([OH:18])[CH:3]=1.C[O-].[Na+].[C:22](OCC)(=[O:24])C. The catalyst is CN(C)C=O.Cl.[Cu]Br. The product is [OH:17][C:14]1[CH:15]=[CH:16][C:11]([C:8]2[O:9][C:10]3[C:2]([O:24][CH3:22])=[CH:3][C:4]([OH:18])=[CH:5][C:6]=3[N:7]=2)=[CH:12][CH:13]=1. The yield is 0.600. (7) The reactants are CS(O[CH2:6][CH2:7][CH2:8][C:9]1[C:14]([O:15][CH3:16])=[C:13]([O:17][CH3:18])[C:12]([O:19][CH3:20])=[C:11]([O:21][CH3:22])[C:10]=1[CH3:23])(=O)=O.[C:24]1([P:30]([C:37]2[CH:42]=[CH:41][CH:40]=[CH:39][CH:38]=2)[C:31]2[CH:36]=[CH:35][CH:34]=[CH:33][CH:32]=2)[CH:29]=[CH:28][CH:27]=[CH:26][CH:25]=1.[Na+].[I-:44]. The catalyst is C(Cl)Cl. The product is [I-:44].[CH3:16][O:15][C:14]1[C:13]([O:17][CH3:18])=[C:12]([O:19][CH3:20])[C:11]([O:21][CH3:22])=[C:10]([CH3:23])[C:9]=1[CH2:8][CH2:7][CH2:6][P+:30]([C:31]1[CH:32]=[CH:33][CH:34]=[CH:35][CH:36]=1)([C:37]1[CH:42]=[CH:41][CH:40]=[CH:39][CH:38]=1)[C:24]1[CH:25]=[CH:26][CH:27]=[CH:28][CH:29]=1. The yield is 0.900. (8) The product is [CH3:1][C:2]1[CH:10]=[CH:9][C:8]([N+:11]([O-:13])=[O:12])=[CH:7][C:3]=1[CH2:4][OH:5]. The reactants are [CH3:1][C:2]1[CH:10]=[CH:9][C:8]([N+:11]([O-:13])=[O:12])=[CH:7][C:3]=1[C:4](O)=[O:5].B.C(=O)([O-])[O-].[K+].[K+]. The yield is 0.950. The catalyst is C1COCC1.O. (9) The product is [C:40]([C:14]1([C:12]2[CH:11]=[CH:10][C:9]([NH:25][C:26]([C:28]3[NH:29][CH:30]=[C:31]([C:33]#[N:34])[N:32]=3)=[O:27])=[C:8]([C:5]3[CH2:6][CH2:7][C:2]([CH3:35])([CH3:1])[CH2:3][CH:4]=3)[CH:13]=2)[CH2:20][C:19]2([CH3:22])[O:21][C:16]([CH3:23])([CH2:17][CH2:18]2)[CH2:15]1)#[N:41]. The catalyst is C(Cl)Cl.C(Cl)(Cl)Cl.O. The yield is 0.280. The reactants are [CH3:1][C:2]1([CH3:35])[CH2:7][CH2:6][C:5]([C:8]2[CH:13]=[C:12]([C:14]3(O)[CH2:20][C:19]4([CH3:22])[O:21][C:16]([CH3:23])([CH2:17][CH2:18]4)[CH2:15]3)[CH:11]=[CH:10][C:9]=2[NH:25][C:26]([C:28]2[NH:29][CH:30]=[C:31]([C:33]#[N:34])[N:32]=2)=[O:27])=[CH:4][CH2:3]1.[Si]([C:40]#[N:41])(C)(C)C.Cl[Sn](Cl)(Cl)Cl.CO.